From a dataset of Forward reaction prediction with 1.9M reactions from USPTO patents (1976-2016). Predict the product of the given reaction. (1) Given the reactants S(Cl)(Cl)=O.[OH:5][C:6]1[N:7]=[CH:8][C:9]([C:12]([OH:14])=[O:13])=[N:10][CH:11]=1.[CH3:15]O, predict the reaction product. The product is: [CH3:15][O:13][C:12]([C:9]1[CH:8]=[N:7][C:6]([OH:5])=[CH:11][N:10]=1)=[O:14]. (2) The product is: [Cl:12][C:13]1[C:14]([F:22])=[C:15]([C:2]2[CH:10]=[CH:9][C:5]([C:6]([OH:8])=[O:7])=[CH:4][C:3]=2[CH3:11])[CH:16]=[CH:17][CH:18]=1. Given the reactants Br[C:2]1[CH:10]=[CH:9][C:5]([C:6]([OH:8])=[O:7])=[CH:4][C:3]=1[CH3:11].[Cl:12][C:13]1[C:14]([F:22])=[C:15](B(O)O)[CH:16]=[CH:17][CH:18]=1.C(=O)([O-])[O-].[Cs+].[Cs+], predict the reaction product. (3) Given the reactants [CH:1]1([CH:6]([CH3:12])[CH2:7][CH2:8][CH2:9][CH:10]=[O:11])[CH2:5][CH2:4][CH2:3][CH2:2]1.[BH4-].[Na+].Cl, predict the reaction product. The product is: [CH:1]1([CH:6]([CH3:12])[CH2:7][CH2:8][CH2:9][CH2:10][OH:11])[CH2:5][CH2:4][CH2:3][CH2:2]1. (4) Given the reactants [C:1]([C:3]1[CH:4]=[C:5]([CH2:10][CH2:11][C:12]2([NH:32]C(=O)OCC3C=CC=CC=3)[CH2:17][CH2:16][N:15]([C:18](=[O:31])[CH2:19][C:20]3[CH:25]=[CH:24][C:23]([N:26]4[CH:30]=[N:29][N:28]=[N:27]4)=[CH:22][CH:21]=3)[CH2:14][CH2:13]2)[CH:6]=[CH:7][C:8]=1[F:9])#[N:2], predict the reaction product. The product is: [C:1]([C:3]1[CH:4]=[C:5]([CH2:10][CH2:11][C:12]2([NH2:32])[CH2:17][CH2:16][N:15]([C:18](=[O:31])[CH2:19][C:20]3[CH:25]=[CH:24][C:23]([N:26]4[CH:30]=[N:29][N:28]=[N:27]4)=[CH:22][CH:21]=3)[CH2:14][CH2:13]2)[CH:6]=[CH:7][C:8]=1[F:9])#[N:2]. (5) Given the reactants [NH2:1][CH2:2][C:3]1[C:4]([F:20])=[C:5]([O:10][C:11]2[CH:16]=[C:15]([C:17]#[N:18])[CH:14]=[C:13]([Cl:19])[N:12]=2)[C:6]([Cl:9])=[CH:7][CH:8]=1.[Cl:21][C:22]1[N:23]=[CH:24][N:25](COCC[Si](C)(C)C)[C:26]=1[C:27](O)=[O:28].CCN(C(C)C)C(C)C.CN(C(ON1N=NC2C=CC=NC1=2)=[N+](C)C)C.F[P-](F)(F)(F)(F)F, predict the reaction product. The product is: [Cl:21][C:22]1[N:23]=[CH:24][NH:25][C:26]=1[C:27]([NH:1][CH2:2][C:3]1[CH:8]=[CH:7][C:6]([Cl:9])=[C:5]([O:10][C:11]2[CH:16]=[C:15]([C:17]#[N:18])[CH:14]=[C:13]([Cl:19])[N:12]=2)[C:4]=1[F:20])=[O:28]. (6) Given the reactants [F:1][C:2]1[CH:7]=[CH:6][C:5]([CH2:8][C:9]([OH:11])=[O:10])=[CH:4][CH:3]=1.[N+:12]([O-])([O-:14])=[O:13].[K+], predict the reaction product. The product is: [F:1][C:2]1[CH:3]=[CH:4][C:5]([CH2:8][C:9]([OH:11])=[O:10])=[CH:6][C:7]=1[N+:12]([O-:14])=[O:13].